From a dataset of Forward reaction prediction with 1.9M reactions from USPTO patents (1976-2016). Predict the product of the given reaction. (1) The product is: [Cl:1][C:2]1[CH:3]=[C:4]([C:36]([OH:38])=[O:37])[CH:5]=[N:6][C:7]=1[O:8][C:9]1[CH:14]=[C:13]([C:15]([NH:17][C:18]2[CH:22]=[CH:21][N:20]([CH3:23])[N:19]=2)=[O:16])[CH:12]=[C:11]([O:24][C@@H:25]([CH3:35])[CH2:26][O:27][Si:28]([C:31]([CH3:33])([CH3:34])[CH3:32])([CH3:30])[CH3:29])[CH:10]=1. Given the reactants [Cl:1][C:2]1[CH:3]=[C:4]([C:36]([O:38]C)=[O:37])[CH:5]=[N:6][C:7]=1[O:8][C:9]1[CH:14]=[C:13]([C:15]([NH:17][C:18]2[CH:22]=[CH:21][N:20]([CH3:23])[N:19]=2)=[O:16])[CH:12]=[C:11]([O:24][C@@H:25]([CH3:35])[CH2:26][O:27][Si:28]([C:31]([CH3:34])([CH3:33])[CH3:32])([CH3:30])[CH3:29])[CH:10]=1.O.[OH-].[Li+], predict the reaction product. (2) Given the reactants [CH3:1][C:2]1[C:6]2[C:7](=[O:19])[N:8]([CH2:11][CH2:12][N:13]3[CH2:18][CH2:17][CH2:16][CH2:15][CH2:14]3)[CH2:9][CH2:10][C:5]=2[NH:4][C:3]=1[CH:20]=O.[F:22][C:23]1[CH:24]=[C:25]2[C:29](=[CH:30][C:31]=1[NH:32][CH2:33][C:34]1[CH:39]=[CH:38][C:37]([F:40])=[CH:36][CH:35]=1)[NH:28][C:27](=[O:41])[CH2:26]2, predict the reaction product. The product is: [F:22][C:23]1[CH:24]=[C:25]2[C:29](=[CH:30][C:31]=1[NH:32][CH2:33][C:34]1[CH:39]=[CH:38][C:37]([F:40])=[CH:36][CH:35]=1)[NH:28][C:27](=[O:41])[C:26]2=[CH:20][C:3]1[NH:4][C:5]2[CH2:10][CH2:9][N:8]([CH2:11][CH2:12][N:13]3[CH2:14][CH2:15][CH2:16][CH2:17][CH2:18]3)[C:7](=[O:19])[C:6]=2[C:2]=1[CH3:1]. (3) The product is: [Cl:1][C:2]1[CH:3]=[C:4]2[C:9](=[CH:10][C:11]=1[O:12][C:13]1[CH:14]=[CH:15][C:16]([C:17](=[O:18])[NH:39][CH2:38][CH2:37][C:36]3[CH:40]=[CH:41][CH:42]=[C:34]([O:27][C:28]4[CH:33]=[CH:32][CH:31]=[CH:30][CH:29]=4)[CH:35]=3)=[CH:20][CH:21]=1)[O:8][CH2:7][CH2:6][CH:5]2[C:22]([O:24][CH2:25][CH3:26])=[O:23]. Given the reactants [Cl:1][C:2]1[CH:3]=[C:4]2[C:9](=[CH:10][C:11]=1[O:12][C:13]1[CH:21]=[CH:20][C:16]([C:17](O)=[O:18])=[CH:15][CH:14]=1)[O:8][CH2:7][CH2:6][CH:5]2[C:22]([O:24][CH2:25][CH3:26])=[O:23].[O:27]([C:34]1[CH:35]=[C:36]([CH:40]=[CH:41][CH:42]=1)[CH2:37][CH2:38][NH2:39])[C:28]1[CH:33]=[CH:32][CH:31]=[CH:30][CH:29]=1.Cl.CN(C)CCCN=C=NCC.ON1C2N=CC=CC=2N=N1, predict the reaction product. (4) Given the reactants [CH2:1]([O:8][C:9]1[N:17]=[CH:16][N:15]=[C:14]2[C:10]=1[NH:11][CH:12]=[N:13]2)[C:2]1[CH:7]=[CH:6][CH:5]=[CH:4][CH:3]=1.C(=O)([O-])[O-].[K+].[K+].[CH3:24][O:25][C:26](=[O:29])[CH2:27]Br.O, predict the reaction product. The product is: [CH3:24][O:25][C:26](=[O:29])[CH2:27][N:13]1[CH:12]=[N:11][C:10]2[C:14]1=[N:15][CH:16]=[N:17][C:9]=2[O:8][CH2:1][C:2]1[CH:7]=[CH:6][CH:5]=[CH:4][CH:3]=1. (5) Given the reactants Cl[C:2]1[C:11]2[C:6](=[CH:7][C:8]([O:14][CH2:15][CH2:16][CH2:17][N:18]([CH3:23])[S:19]([CH3:22])(=[O:21])=[O:20])=[C:9]([O:12][CH3:13])[CH:10]=2)[N:5]=[CH:4][N:3]=1.C(=O)([O-])[O-].[K+].[K+].[OH:30][C:31]1[CH:32]=[C:33]2[C:37](=[CH:38][CH:39]=1)[NH:36][CH:35]=[CH:34]2, predict the reaction product. The product is: [NH:36]1[C:37]2[C:33](=[CH:32][C:31]([O:30][C:2]3[C:11]4[C:6](=[CH:7][C:8]([O:14][CH2:15][CH2:16][CH2:17][N:18]([CH3:23])[S:19]([CH3:22])(=[O:21])=[O:20])=[C:9]([O:12][CH3:13])[CH:10]=4)[N:5]=[CH:4][N:3]=3)=[CH:39][CH:38]=2)[CH:34]=[CH:35]1.